This data is from Full USPTO retrosynthesis dataset with 1.9M reactions from patents (1976-2016). The task is: Predict the reactants needed to synthesize the given product. Given the product [CH:25]1[CH:26]=[CH:27][C:22](/[C:18](/[CH2:19][CH2:20][Cl:21])=[C:17](\[C:14]2[CH:15]=[CH:16][C:11]([O:10][CH2:9][CH2:8][OH:7])=[CH:12][CH:13]=2)/[C:28]2[CH:29]=[CH:30][CH:31]=[CH:32][CH:33]=2)=[CH:23][CH:24]=1, predict the reactants needed to synthesize it. The reactants are: C([O:7][CH2:8][CH2:9][O:10][C:11]1[CH:16]=[CH:15][C:14](/[C:17](/[C:28]2[CH:33]=[CH:32][CH:31]=[CH:30][CH:29]=2)=[C:18](\[C:22]2[CH:27]=[CH:26][CH:25]=[CH:24][CH:23]=2)/[CH2:19][CH2:20][Cl:21])=[CH:13][CH:12]=1)(=O)C(C)(C)C.[H-].[Al+3].[Li+].[H-].[H-].[H-].